Dataset: Catalyst prediction with 721,799 reactions and 888 catalyst types from USPTO. Task: Predict which catalyst facilitates the given reaction. (1) Reactant: C([Cl:4])(=O)C.C(OC(=O)[NH:11][CH:12]1[CH2:17][CH2:16][CH2:15][CH:14]([N:18]2[CH:22]=[CH:21][N:20]=[CH:19]2)[CH2:13]1)(C)(C)C. Product: [ClH:4].[ClH:4].[N:18]1([CH:14]2[CH2:15][CH2:16][CH2:17][CH:12]([NH2:11])[CH2:13]2)[CH:22]=[CH:21][N:20]=[CH:19]1. The catalyst class is: 5. (2) Reactant: [Cl:1][C:2]1[C:6]([S:7](=[O:18])(=[O:17])[NH:8][C:9]2([C:13]([F:16])([F:15])[F:14])[CH2:12][CH2:11][CH2:10]2)=[CH:5][N:4]([CH3:19])[C:3]=1[C:20](OC)=[O:21].[Cl:24][C:25]1[CH:26]=[C:27]([CH:29]=[CH:30][C:31]=1[F:32])[NH2:28].C[Si]([N-][Si](C)(C)C)(C)C.[Li+]. Product: [Cl:1][C:2]1[C:6]([S:7](=[O:18])(=[O:17])[NH:8][C:9]2([C:13]([F:14])([F:15])[F:16])[CH2:10][CH2:11][CH2:12]2)=[CH:5][N:4]([CH3:19])[C:3]=1[C:20]([NH:28][C:27]1[CH:29]=[CH:30][C:31]([F:32])=[C:25]([Cl:24])[CH:26]=1)=[O:21]. The catalyst class is: 1. (3) Reactant: [CH3:1][N:2]1[C:10]2[C:5](=[C:6]([C:11]3[CH:20]=[CH:19][C:14]([O:15][CH2:16][C:17]#[N:18])=[CH:13][CH:12]=3)[CH:7]=[CH:8][CH:9]=2)[C:4]([CH3:21])=[C:3]1[C:22]1[CH:27]=[CH:26][CH:25]=[CH:24][CH:23]=1.[N-:28]=[N+:29]=[N-:30].[Na+].[NH4+].[Cl-]. Product: [CH3:1][N:2]1[C:10]2[C:5](=[C:6]([C:11]3[CH:20]=[CH:19][C:14]([O:15][CH2:16][C:17]4[NH:30][N:29]=[N:28][N:18]=4)=[CH:13][CH:12]=3)[CH:7]=[CH:8][CH:9]=2)[C:4]([CH3:21])=[C:3]1[C:22]1[CH:27]=[CH:26][CH:25]=[CH:24][CH:23]=1. The catalyst class is: 3. (4) Reactant: [C:1]1([CH2:7][CH2:8][CH2:9][O:10][CH2:11][C@@H:12]2[CH2:16][CH2:15][N:14]([C:17]3[CH:18]=[N:19][CH:20]=[C:21]([O:23][CH2:24][C@@H:25]4[CH2:29][CH2:28][CH2:27][NH:26]4)[CH:22]=3)[CH2:13]2)[CH:6]=[CH:5][CH:4]=[CH:3][CH:2]=1.[ClH:30]. Product: [ClH:30].[C:1]1([CH2:7][CH2:8][CH2:9][O:10][CH2:11][C@@H:12]2[CH2:16][CH2:15][N:14]([C:17]3[CH:18]=[N:19][CH:20]=[C:21]([O:23][CH2:24][C@@H:25]4[CH2:29][CH2:28][CH2:27][NH:26]4)[CH:22]=3)[CH2:13]2)[CH:2]=[CH:3][CH:4]=[CH:5][CH:6]=1. The catalyst class is: 24.